This data is from Forward reaction prediction with 1.9M reactions from USPTO patents (1976-2016). The task is: Predict the product of the given reaction. (1) Given the reactants [F:1][C:2]1[CH:7]=[CH:6][C:5]([C:8]2[CH:13]=[CH:12][C:11]([N+:14]([O-:16])=[O:15])=[C:10]([NH2:17])[CH:9]=2)=[CH:4][CH:3]=1.Cl[C:19](Cl)([O:21]C(=O)OC(Cl)(Cl)Cl)Cl.[NH:30]1[CH2:33][CH:32]([CH2:34][NH:35][C:36](=[O:42])[O:37][C:38]([CH3:41])([CH3:40])[CH3:39])[CH2:31]1, predict the reaction product. The product is: [C:38]([O:37][C:36](=[O:42])[NH:35][CH2:34][CH:32]1[CH2:33][N:30]([C:19](=[O:21])[NH:17][C:10]2[CH:9]=[C:8]([C:5]3[CH:4]=[CH:3][C:2]([F:1])=[CH:7][CH:6]=3)[CH:13]=[CH:12][C:11]=2[N+:14]([O-:16])=[O:15])[CH2:31]1)([CH3:39])([CH3:41])[CH3:40]. (2) Given the reactants [NH2:1][C:2]1[CH:11]=[CH:10][C:9](/[CH:12]=[CH:13]/[CH2:14][O:15][CH3:16])=[CH:8][C:3]=1[C:4]([O:6][CH3:7])=[O:5], predict the reaction product. The product is: [NH2:1][C:2]1[CH:11]=[CH:10][C:9]([CH2:12][CH2:13][CH2:14][O:15][CH3:16])=[CH:8][C:3]=1[C:4]([O:6][CH3:7])=[O:5]. (3) Given the reactants [Cl:1][C:2]1[CH:14]=[C:13]([O:15][CH2:16][CH:17]([F:19])[F:18])[CH:12]=[CH:11][C:3]=1[C:4](OC(C)(C)C)=[O:5].CN1CCCC1=O.O.C1(C)C=CC=CC=1.S(Cl)([Cl:37])=O, predict the reaction product. The product is: [Cl:1][C:2]1[CH:14]=[C:13]([O:15][CH2:16][CH:17]([F:19])[F:18])[CH:12]=[CH:11][C:3]=1[C:4]([Cl:37])=[O:5]. (4) Given the reactants [NH2:1][CH2:2][CH2:3][N:4]([CH3:30])[C:5]1[C:10]([C:11]#[N:12])=[CH:9][C:8]([NH:13][C:14]2[N:19]=[C:18]([NH:20][CH:21]3[CH2:23][CH2:22]3)[C:17]3=[N:24][CH:25]=[C:26]([C:27]#[N:28])[N:16]3[N:15]=2)=[C:7]([Cl:29])[CH:6]=1.[O:31]1[CH2:34][C:33](=O)[CH2:32]1.COC(OC)OC.C(O)(=O)C.C([BH3-])#N.[Na+], predict the reaction product. The product is: [Cl:29][C:7]1[CH:6]=[C:5]([N:4]([CH3:30])[CH2:3][CH2:2][NH:1][CH:33]2[CH2:34][O:31][CH2:32]2)[C:10]([C:11]#[N:12])=[CH:9][C:8]=1[NH:13][C:14]1[N:19]=[C:18]([NH:20][CH:21]2[CH2:22][CH2:23]2)[C:17]2=[N:24][CH:25]=[C:26]([C:27]#[N:28])[N:16]2[N:15]=1. (5) Given the reactants C1(C)C=CC(S(OCC[C:13]2[CH:23]=[CH:22][CH:21]=[C:15]3[C:16]([NH:18][C:19](=[O:20])[C:14]=23)=[O:17])(=O)=O)=CC=1.[I-].[K+].C(=O)([O-])O.[Na+], predict the reaction product. The product is: [C:19]1(=[O:20])[NH:18][C:16](=[O:17])[C:15]2=[CH:21][CH:22]=[CH:23][CH:13]=[C:14]12. (6) Given the reactants [NH2:1][C:2]1[C:11](=[O:12])[C:10]2[C:5](=[CH:6][CH:7]=[C:8]([Br:13])[CH:9]=2)[N:4]([CH3:14])[CH:3]=1.C(N(CC)CC)C.[CH:22]1([C:25](Cl)=[O:26])[CH2:24][CH2:23]1, predict the reaction product. The product is: [Br:13][C:8]1[CH:9]=[C:10]2[C:5](=[CH:6][CH:7]=1)[N:4]([CH3:14])[CH:3]=[C:2]([NH:1][C:25]([CH:22]1[CH2:24][CH2:23]1)=[O:26])[C:11]2=[O:12]. (7) Given the reactants [Br:1][C:2]1[N:7]=[C:6]([C:8]([O:10]C)=[O:9])[C:5]([OH:12])=[CH:4][CH:3]=1.[Li+].[OH-], predict the reaction product. The product is: [Br:1][C:2]1[N:7]=[C:6]([C:8]([OH:10])=[O:9])[C:5]([OH:12])=[CH:4][CH:3]=1.